This data is from Forward reaction prediction with 1.9M reactions from USPTO patents (1976-2016). The task is: Predict the product of the given reaction. (1) Given the reactants Cl.Cl.Cl.[Cl:4][C:5]1[CH:6]=[CH:7][C:8]([NH:11][C:12]([C:14]2[O:22][C:21]3[C:16](=[N:17][CH:18]=[CH:19][CH:20]=3)[C:15]=2[NH:23][C:24]([C@H:26]2[CH2:31][CH2:30][C@H:29]([NH:32][CH3:33])[CH2:28][CH2:27]2)=[O:25])=[O:13])=[N:9][CH:10]=1.[C:34]([O:38][C:39]([NH:41][CH2:42][CH2:43][CH:44]=O)=[O:40])([CH3:37])([CH3:36])[CH3:35].C(OC(OCC)CCN)C.C(O[BH-](OC(=O)C)OC(=O)C)(=O)C.[Na+].C(=O)([O-])O.[Na+], predict the reaction product. The product is: [Cl:4][C:5]1[CH:6]=[CH:7][C:8]([NH:11][C:12]([C:14]2[O:22][C:21]3[C:16](=[N:17][CH:18]=[CH:19][CH:20]=3)[C:15]=2[NH:23][C:24]([C@H:26]2[CH2:31][CH2:30][C@H:29]([N:32]([CH3:33])[CH2:44][CH2:43][CH2:42][NH:41][C:39](=[O:40])[O:38][C:34]([CH3:35])([CH3:36])[CH3:37])[CH2:28][CH2:27]2)=[O:25])=[O:13])=[N:9][CH:10]=1. (2) Given the reactants [NH2:1][CH2:2][CH2:3][CH2:4][O:5][C:6]1[CH:23]=[CH:22][C:9]2[CH2:10][CH:11]([CH2:17][C:18]([O:20][CH3:21])=[O:19])[C:12](=[O:16])[N:13]([CH3:15])[CH2:14][C:8]=2[CH:7]=1.CS[C:26]1[NH:27][CH2:28][CH2:29][N:30]=1.C(N(C(C)C)CC)(C)C, predict the reaction product. The product is: [NH:30]1[CH2:29][CH2:28][N:27]=[C:26]1[NH:1][CH2:2][CH2:3][CH2:4][O:5][C:6]1[CH:23]=[CH:22][C:9]2[CH2:10][CH:11]([CH2:17][C:18]([O:20][CH3:21])=[O:19])[C:12](=[O:16])[N:13]([CH3:15])[CH2:14][C:8]=2[CH:7]=1. (3) Given the reactants [CH:1](=O)[CH2:2][CH2:3][CH2:4][CH2:5][CH2:6][CH2:7][CH2:8][CH2:9][CH3:10].[ClH:12].Cl.[F:14][C:15]([F:31])([F:30])[O:16][C:17]1[CH:22]=[CH:21][C:20]([NH:23][C:24]([NH:26][C:27]([NH2:29])=[NH:28])=[NH:25])=[CH:19][CH:18]=1, predict the reaction product. The product is: [ClH:12].[NH2:25][C:24]1[N:23]([C:20]2[CH:19]=[CH:18][C:17]([O:16][C:15]([F:14])([F:30])[F:31])=[CH:22][CH:21]=2)[CH:1]([CH2:2][CH2:3][CH2:4][CH2:5][CH2:6][CH2:7][CH2:8][CH2:9][CH3:10])[N:28]=[C:27]([NH2:29])[N:26]=1. (4) The product is: [CH3:1][C:2]1[CH:7]=[CH:6][C:5]([S:8][C:9]2[CH:10]=[CH:11][CH:12]=[CH:13][CH:14]=2)=[C:4]([NH2:15])[CH:3]=1. Given the reactants [CH3:1][C:2]1[CH:7]=[CH:6][C:5]([S:8][C:9]2[CH:14]=[CH:13][CH:12]=[CH:11][CH:10]=2)=[C:4]([N+:15]([O-])=O)[CH:3]=1.Cl[Sn]Cl, predict the reaction product. (5) Given the reactants [CH:1]([NH:4][S:5]([C:8]1[CH:9]=[C:10]([C:13]([OH:15])=O)[NH:11][CH:12]=1)(=[O:7])=[O:6])([CH3:3])[CH3:2].[F:16][C:17]1[CH:23]=[CH:22][C:20]([NH2:21])=[CH:19][C:18]=1[CH3:24].CCOC(C(C#N)=NOC(N1CCOCC1)=[N+](C)C)=O.F[P-](F)(F)(F)(F)F.C(N(CC)CC)C.Cl, predict the reaction product. The product is: [F:16][C:17]1[CH:23]=[CH:22][C:20]([NH:21][C:13]([C:10]2[NH:11][CH:12]=[C:8]([S:5](=[O:6])(=[O:7])[NH:4][CH:1]([CH3:2])[CH3:3])[CH:9]=2)=[O:15])=[CH:19][C:18]=1[CH3:24].